This data is from Reaction yield outcomes from USPTO patents with 853,638 reactions. The task is: Predict the reaction yield, written as a fraction of the theoretical maximum amount of product (1.0 means a 100% yield; for example, 0.34 means a 34% yield). (1) The reactants are Cl[C:2]1[CH:11]=[CH:10][N:9]=[C:8]2[C:3]=1[C:4]1[CH:16]=[CH:15][CH:14]=[CH:13][C:5]=1[C:6](=[O:12])[NH:7]2.[Cl:17][C:18]1[CH:26]=[CH:25][C:21]2[O:22][CH2:23][O:24][C:20]=2[C:19]=1[NH2:27].CC(C1C=C(C(C)C)C(C2C=CC=CC=2P(C2CCCCC2)C2CCCCC2)=C(C(C)C)C=1)C.CC([O-])(C)C.[Na+]. The catalyst is O1CCOCC1.CCOC(C)=O.O.CC([O-])=O.CC([O-])=O.[Pd+2]. The product is [Cl:17][C:18]1[CH:26]=[CH:25][C:21]2[O:22][CH2:23][O:24][C:20]=2[C:19]=1[NH:27][C:2]1[CH:11]=[CH:10][N:9]=[C:8]2[C:3]=1[C:4]1[CH:16]=[CH:15][CH:14]=[CH:13][C:5]=1[C:6](=[O:12])[NH:7]2. The yield is 0.760. (2) The reactants are [CH3:1][C:2]1([CH3:17])[C:11]2[C:6](=[CH:7][C:8]([N+:14]([O-:16])=[O:15])=[C:9]([O:12][CH3:13])[CH:10]=2)[NH:5][CH2:4][CH2:3]1.C(=O)([O-])[O-].[K+].[K+].[Br:24][CH2:25][C:26](Cl)=[O:27]. The catalyst is O1CCCC1. The product is [Br:24][CH2:25][C:26]([N:5]1[C:6]2[C:11](=[CH:10][C:9]([O:12][CH3:13])=[C:8]([N+:14]([O-:16])=[O:15])[CH:7]=2)[C:2]([CH3:17])([CH3:1])[CH2:3][CH2:4]1)=[O:27]. The yield is 1.00. (3) The reactants are [CH3:1][O:2][C:3]([C:5]1[CH:6]=[C:7]([Cl:19])[C:8]([C:11]2[CH:12]=[N:13][C:14]([CH:17]=O)=[CH:15][CH:16]=2)=[N:9][CH:10]=1)=[O:4].[O:20]1[CH2:25][CH2:24][N:23]([C:26]2[CH:27]=[C:28]([NH2:33])[C:29]([NH2:32])=[CH:30][CH:31]=2)[CH2:22][CH2:21]1. The catalyst is [N+](C1C=CC=CC=1)([O-])=O. The product is [CH3:1][O:2][C:3]([C:5]1[CH:6]=[C:7]([Cl:19])[C:8]([C:11]2[CH:12]=[N:13][C:14]([C:17]3[NH:33][C:28]4[CH:27]=[C:26]([N:23]5[CH2:24][CH2:25][O:20][CH2:21][CH2:22]5)[CH:31]=[CH:30][C:29]=4[N:32]=3)=[CH:15][CH:16]=2)=[N:9][CH:10]=1)=[O:4]. The yield is 0.680. (4) The reactants are [C:1]([O:5][C:6]([N:8]1[CH2:13][CH2:12][C:11]2([C:21]3[C:16](=[CH:17][CH:18]=[C:19]([CH2:22][C:23](O)=[O:24])[CH:20]=3)[N:15]([C:26]3[C:27]4[C@H:34]([CH3:35])[CH2:33][CH2:32][C:28]=4[N:29]=[CH:30][N:31]=3)[CH2:14]2)[CH2:10][CH2:9]1)=[O:7])([CH3:4])([CH3:3])[CH3:2].CC[N:38](C(C)C)C(C)C.CN(C(ON1N=NC2C=CC=CC1=2)=[N+](C)C)C.F[P-](F)(F)(F)(F)F.[NH4+].[Cl-]. The catalyst is C(Cl)Cl.C(Cl)Cl.CN(C=O)C. The product is [NH2:38][C:23](=[O:24])[CH2:22][C:19]1[CH:20]=[C:21]2[C:11]3([CH2:10][CH2:9][N:8]([C:6]([O:5][C:1]([CH3:3])([CH3:2])[CH3:4])=[O:7])[CH2:13][CH2:12]3)[CH2:14][N:15]([C:26]3[C:27]4[C@H:34]([CH3:35])[CH2:33][CH2:32][C:28]=4[N:29]=[CH:30][N:31]=3)[C:16]2=[CH:17][CH:18]=1. The yield is 0.600. (5) The reactants are [OH:1][C:2]1[CH:7]=[CH:6][C:5](B(O)O)=[CH:4][CH:3]=1.O.O.O.O.O.O.O.O.O.O.C(=O)([O-])[O-].[Na+].[Na+].Br[C:28]1[CH:29]=[N:30][C:31]([C:34]2[CH:39]=[CH:38][C:37]([CH2:40][C@H:41]([NH:54][C:55]([C:57]3[S:58][C:59]([C:62]([CH3:65])([CH3:64])[CH3:63])=[CH:60][CH:61]=3)=[O:56])[C:42]([NH:44][C@@H:45]([C:47]([O:49][C:50]([CH3:53])([CH3:52])[CH3:51])=[O:48])[CH3:46])=[O:43])=[CH:36][CH:35]=2)=[N:32][CH:33]=1.C1COCC1. The catalyst is C1C=CC(P(C2C=CC=CC=2)[C-]2C=CC=C2)=CC=1.C1C=CC(P(C2C=CC=CC=2)[C-]2C=CC=C2)=CC=1.Cl[Pd]Cl.[Fe+2].O.CC#N. The product is [C:62]([C:59]1[S:58][C:57]([C:55]([NH:54][C@@H:41]([CH2:40][C:37]2[CH:38]=[CH:39][C:34]([C:31]3[N:30]=[CH:29][C:28]([C:5]4[CH:6]=[CH:7][C:2]([OH:1])=[CH:3][CH:4]=4)=[CH:33][N:32]=3)=[CH:35][CH:36]=2)[C:42]([NH:44][C@@H:45]([C:47]([O:49][C:50]([CH3:53])([CH3:51])[CH3:52])=[O:48])[CH3:46])=[O:43])=[O:56])=[CH:61][CH:60]=1)([CH3:63])([CH3:64])[CH3:65]. The yield is 0.910. (6) The reactants are Br.[NH2:2][C@H:3]1[CH2:12][C:11]2[CH:10]=[C:9]([OH:13])[CH:8]=[CH:7][C:6]=2[CH2:5][CH2:4]1.F[C:15]1[CH:24]=[CH:23][N:22]=[C:21]2[C:16]=1[CH2:17][CH2:18][C:19](=[O:25])[NH:20]2.C(=O)([O-])[O-].[Cs+].[Cs+].Cl.[Na+].[Cl-]. The catalyst is CN(C=O)C.C(Cl)Cl. The product is [NH2:2][C@H:3]1[CH2:12][C:11]2[CH:10]=[C:9]([O:13][C:15]3[CH:24]=[CH:23][N:22]=[C:21]4[C:16]=3[CH2:17][CH2:18][C:19](=[O:25])[NH:20]4)[CH:8]=[CH:7][C:6]=2[CH2:5][CH2:4]1. The yield is 0.880. (7) The reactants are [Cl:1][C:2]1[CH:15]=[C:14](/[CH:16]=[CH:17]/[CH:18]([C:23]2[CH:28]=[C:27]([Cl:29])[C:26]([Cl:30])=[C:25]([Cl:31])[CH:24]=2)[C:19]([F:22])([F:21])[F:20])[CH:13]=[CH:12][C:3]=1[CH2:4][NH:5][C:6](=[O:11])[CH2:7][CH2:8]SC.O[O:33][S:34]([O-:36])=O.[K+].[CH3:38]C(C)=O. The catalyst is O. The product is [Cl:1][C:2]1[CH:15]=[C:14](/[CH:16]=[CH:17]/[CH:18]([C:23]2[CH:24]=[C:25]([Cl:31])[C:26]([Cl:30])=[C:27]([Cl:29])[CH:28]=2)[C:19]([F:22])([F:21])[F:20])[CH:13]=[CH:12][C:3]=1[CH2:4][NH:5][C:6](=[O:11])[CH2:7][CH2:8][S:34]([CH3:38])(=[O:36])=[O:33]. The yield is 0.600. (8) The reactants are [H-].[Na+].[CH3:3][O:4][C:5]1[CH:14]=[CH:13][CH:12]=[C:11]2[C:6]=1[C:7](=[O:15])[NH:8][CH:9]=[N:10]2.[C:16]([O:22][CH2:23]Cl)(=[O:21])[C:17]([CH3:20])([CH3:19])[CH3:18]. The catalyst is CN(C=O)C. The product is [C:16]([O:22][CH2:23][N:8]1[C:7](=[O:15])[C:6]2[C:11](=[CH:12][CH:13]=[CH:14][C:5]=2[O:4][CH3:3])[N:10]=[CH:9]1)(=[O:21])[C:17]([CH3:20])([CH3:19])[CH3:18]. The yield is 0.900. (9) The reactants are [CH2:1]([O:8][C:9]1[CH:23]=[C:22]([CH2:24][CH3:25])[CH:21]=[CH:20][C:10]=1[O:11][C:12]1[CH:18]=[CH:17][C:15]([NH2:16])=[CH:14][C:13]=1[F:19])[C:2]1[CH:7]=[CH:6][CH:5]=[CH:4][CH:3]=1.C([O-])([O-])=O.[K+].[K+].Br[CH2:33][CH2:34][CH2:35][OH:36]. The catalyst is CN(C=O)C. The product is [CH2:1]([O:8][C:9]1[CH:23]=[C:22]([CH2:24][CH3:25])[CH:21]=[CH:20][C:10]=1[O:11][C:12]1[CH:18]=[CH:17][C:15]([NH:16][CH2:33][CH2:34][CH2:35][OH:36])=[CH:14][C:13]=1[F:19])[C:2]1[CH:3]=[CH:4][CH:5]=[CH:6][CH:7]=1. The yield is 0.426. (10) The reactants are [S:1]([N:11]1[C:15]2=[N:16][CH:17]=[C:18]([NH:20][C:21](=[O:27])[O:22][C:23]([CH3:26])([CH3:25])[CH3:24])[N:19]=[C:14]2[CH:13]=[CH:12]1)([C:4]1[CH:10]=[CH:9][C:7]([CH3:8])=[CH:6][CH:5]=1)(=[O:3])=[O:2].[H-].[Na+].Br[CH2:31][C:32]([CH:34]1[CH2:38][CH:37]([N:39]([CH2:47][C:48]2[CH:53]=[CH:52][CH:51]=[CH:50][CH:49]=2)[CH2:40][C:41]2[CH:46]=[CH:45][CH:44]=[CH:43][CH:42]=2)[CH2:36][CH:35]1[CH3:54])=[O:33]. The catalyst is CN(C=O)C. The product is [CH2:47]([N:39]([CH2:40][C:41]1[CH:42]=[CH:43][CH:44]=[CH:45][CH:46]=1)[CH:37]1[CH2:38][CH:34]([C:32](=[O:33])[CH2:31][N:20]([C:18]2[N:19]=[C:14]3[CH:13]=[CH:12][N:11]([S:1]([C:4]4[CH:5]=[CH:6][C:7]([CH3:8])=[CH:9][CH:10]=4)(=[O:3])=[O:2])[C:15]3=[N:16][CH:17]=2)[C:21](=[O:27])[O:22][C:23]([CH3:24])([CH3:26])[CH3:25])[CH:35]([CH3:54])[CH2:36]1)[C:48]1[CH:49]=[CH:50][CH:51]=[CH:52][CH:53]=1. The yield is 0.970.